Predict which catalyst facilitates the given reaction. From a dataset of Catalyst prediction with 721,799 reactions and 888 catalyst types from USPTO. (1) Reactant: FC(F)(F)C(O)=O.[C:8]([C:10]1[CH:15]=[CH:14][C:13]([N:16]2[CH2:21][CH2:20][N:19]([C:22]([C@H:24]3[CH2:29][CH2:28][CH2:27][CH2:26][N:25]3C(OC(C)(C)C)=O)=[O:23])[CH2:18][CH2:17]2)=[CH:12][C:11]=1[NH:37][C@@H:38]([C:40]1[CH:45]=[CH:44][C:43]([Cl:46])=[CH:42][C:41]=1[Cl:47])[CH3:39])#[N:9]. Product: [Cl:47][C:41]1[CH:42]=[C:43]([Cl:46])[CH:44]=[CH:45][C:40]=1[C@H:38]([NH:37][C:11]1[CH:12]=[C:13]([N:16]2[CH2:17][CH2:18][N:19]([C:22]([C@H:24]3[CH2:29][CH2:28][CH2:27][CH2:26][NH:25]3)=[O:23])[CH2:20][CH2:21]2)[CH:14]=[CH:15][C:10]=1[C:8]#[N:9])[CH3:39]. The catalyst class is: 4. (2) Reactant: [OH:1]/[N:2]=[C:3]1\[CH2:4][CH2:5][C:6]2[C:11]\1=[CH:10][CH:9]=[C:8]([NH:12][C:13]1[C:21]3[C:16](=[CH:17][N:18]=[CH:19][CH:20]=3)[O:15][C:14]=1[C:22]([O:24][CH2:25]C)=[O:23])[CH:7]=2. Product: [OH:1]/[N:2]=[C:3]1\[CH2:4][CH2:5][C:6]2[C:11]\1=[CH:10][CH:9]=[C:8]([NH:12][C:13]1[C:21]3[C:16](=[CH:17][N:18]=[CH:19][CH:20]=3)[O:15][C:14]=1[C:22]([O:24][CH3:25])=[O:23])[CH:7]=2. The catalyst class is: 5. (3) Reactant: Br[CH2:2][CH2:3][C:4]1[C:5](=[O:16])[O:6][C:7]2[C:12]([C:13]=1[CH3:14])=[CH:11][C:10]([OH:15])=[CH:9][CH:8]=2.[NH:17]1[CH2:21][CH2:20][CH2:19][CH2:18]1. Product: [OH:15][C:10]1[CH:11]=[C:12]2[C:7](=[CH:8][CH:9]=1)[O:6][C:5](=[O:16])[C:4]([CH2:3][CH2:2][N:17]1[CH2:21][CH2:20][CH2:19][CH2:18]1)=[C:13]2[CH3:14]. The catalyst class is: 18.